This data is from Full USPTO retrosynthesis dataset with 1.9M reactions from patents (1976-2016). The task is: Predict the reactants needed to synthesize the given product. (1) Given the product [F:31][C:30]([F:33])([F:32])[C:28]([OH:34])=[O:29].[C:23]([NH:22][C:19]1[CH:20]=[CH:21][C:16]([C:15]([NH:14][C:9]2[CH:10]=[CH:11][CH:12]=[CH:13][C:8]=2[NH2:7])=[O:26])=[CH:17][CH:18]=1)(=[O:25])[CH3:24], predict the reactants needed to synthesize it. The reactants are: C(OC(=O)[NH:7][C:8]1[CH:13]=[CH:12][CH:11]=[CH:10][C:9]=1[NH:14][C:15](=[O:26])[C:16]1[CH:21]=[CH:20][C:19]([NH:22][C:23](=[O:25])[CH3:24])=[CH:18][CH:17]=1)(C)(C)C.[C:28]([OH:34])([C:30]([F:33])([F:32])[F:31])=[O:29]. (2) Given the product [NH2:8][C:9]1[S:13][C:12]([CH:14]2[CH2:15][CH2:16][CH2:17][CH2:18]2)=[N:11][C:10]=1[C:19]([NH:22][C:23]1[CH:24]=[N:25][CH:26]=[CH:27][C:28]=1[N:29]1[CH2:34][CH2:33][CH2:32][C@H:31]([NH2:35])[CH2:30]1)=[O:21], predict the reactants needed to synthesize it. The reactants are: C(OC([NH:8][C:9]1[S:13][C:12]([CH:14]2[CH2:18][CH2:17][CH2:16][CH2:15]2)=[N:11][C:10]=1[C:19]([OH:21])=O)=O)(C)(C)C.[NH2:22][C:23]1[CH:24]=[N:25][CH:26]=[CH:27][C:28]=1[N:29]1[CH2:34][CH2:33][CH2:32][C@H:31]([NH:35]C(=O)OC(C)(C)C)[CH2:30]1. (3) Given the product [Cl:29][C:28]1[C:23]([O:19][C:10]2[CH:11]=[C:12]([O:15][CH:16]([CH3:17])[CH3:18])[CH:13]=[CH:14][C:9]=2[CH2:8][CH2:7][CH2:6][CH:2]2[O:3][CH2:4][CH2:5][O:1]2)=[N:24][CH:25]=[C:26]([C:30]([F:32])([F:31])[F:33])[CH:27]=1, predict the reactants needed to synthesize it. The reactants are: [O:1]1[CH2:5][CH2:4][O:3][CH:2]1[CH2:6][CH2:7][CH2:8][C:9]1[CH:14]=[CH:13][C:12]([O:15][CH:16]([CH3:18])[CH3:17])=[CH:11][C:10]=1[OH:19].[H-].[Na+].Cl[C:23]1[C:28]([Cl:29])=[CH:27][C:26]([C:30]([F:33])([F:32])[F:31])=[CH:25][N:24]=1.[Cl-].[NH4+]. (4) Given the product [O:10]1[CH2:15][CH2:14][CH2:13][CH2:12][CH:11]1[O:9][CH2:8][C:3]1[CH:4]=[CH:5][CH:6]=[CH:7][C:2]=1[Br:1], predict the reactants needed to synthesize it. The reactants are: [Br:1][C:2]1[CH:7]=[CH:6][CH:5]=[CH:4][C:3]=1[CH2:8][OH:9].[O:10]1[CH:15]=[CH:14][CH2:13][CH2:12][CH2:11]1.C([O-])(O)=O.[Na+]. (5) Given the product [Br:21][C:19]1[CH:18]=[CH:17][C:16]([OH:22])=[C:15]([CH:20]=1)[CH2:14][C@H:10]1[O:11][CH2:12][CH2:13][NH:8][CH2:9]1, predict the reactants needed to synthesize it. The reactants are: C([N:8]1[CH2:13][CH2:12][O:11][C@H:10]([CH2:14][C:15]2[CH:20]=[C:19]([Br:21])[CH:18]=[CH:17][C:16]=2[OH:22])[CH2:9]1)(OC(C)(C)C)=O.Cl. (6) Given the product [O:7]1[C:18]2[CH:19]=[CH:20][CH:21]=[CH:22][C:17]=2[N:16]=[C:5]1[C:4]1[CH:8]=[CH:9][C:10]([CH3:11])=[C:2]([OH:1])[CH:3]=1, predict the reactants needed to synthesize it. The reactants are: [OH:1][C:2]1[CH:3]=[C:4]([CH:8]=[CH:9][C:10]=1[CH3:11])[C:5]([OH:7])=O.O=S(Cl)Cl.[NH2:16][C:17]1[CH:22]=[CH:21][CH:20]=[CH:19][C:18]=1O.C(N(CC)CC)C.C1(C)C=CC(S(O)(=O)=O)=CC=1. (7) Given the product [CH2:8]([O:7][C:5](=[O:6])[C@@H:4]([N:3]([CH2:1][CH3:2])[C:11]1[C:20]([N+:21]([O-:23])=[O:22])=[CH:19][C:14]([C:15]([O:17][CH3:18])=[O:16])=[CH:13][N:12]=1)[CH3:9])[CH3:24], predict the reactants needed to synthesize it. The reactants are: [CH2:1]([NH:3][C@@H:4]([CH3:9])[C:5]([O:7][CH3:8])=[O:6])[CH3:2].Cl[C:11]1[C:20]([N+:21]([O-:23])=[O:22])=[CH:19][C:14]([C:15]([O:17][CH3:18])=[O:16])=[CH:13][N:12]=1.[CH3:24]COC(C)=O. (8) Given the product [NH2:36][C@H:30]1[CH2:31][CH2:32][CH2:33][CH2:34][CH2:35][C@H:29]1[NH:37][C:2]1[N:10]([CH2:11][C:12]2[CH:19]=[CH:18][CH:17]=[CH:16][C:13]=2[C:14]#[N:15])[C:9]2[C:8](=[O:20])[NH:7][C:6](=[O:21])[N:5]([CH3:22])[C:4]=2[N:3]=1, predict the reactants needed to synthesize it. The reactants are: Br[C:2]1[N:10]([CH2:11][C:12]2[CH:19]=[CH:18][CH:17]=[CH:16][C:13]=2[C:14]#[N:15])[C:9]2[C:8](=[O:20])[NH:7][C:6](=[O:21])[N:5]([CH3:22])[C:4]=2[N:3]=1.C(=O)([O-])[O-].[K+].[K+].[C@@H:29]1([NH2:37])[CH2:35][CH2:34][CH2:33][CH2:32][CH2:31][C@@H:30]1[NH2:36].O. (9) Given the product [F:35][C:32]1[CH:33]=[CH:34][C:29]([C:24]2[C:23]([CH2:22][O:21][C:18]3[CH:19]=[CH:20][C:15]([C:14]([NH:5][N:6]4[CH2:11][CH2:10][O:9][CH2:8][CH2:7]4)=[O:13])=[CH:16][N:17]=3)=[C:27]([CH3:28])[O:26][N:25]=2)=[N:30][CH:31]=1, predict the reactants needed to synthesize it. The reactants are: C[Al](C)C.[NH2:5][N:6]1[CH2:11][CH2:10][O:9][CH2:8][CH2:7]1.C[O:13][C:14](=O)[C:15]1[CH:20]=[CH:19][C:18]([O:21][CH2:22][C:23]2[C:24]([C:29]3[CH:34]=[CH:33][C:32]([F:35])=[CH:31][N:30]=3)=[N:25][O:26][C:27]=2[CH3:28])=[N:17][CH:16]=1.[C@H](O)(C([O-])=O)[C@@H](O)C([O-])=O.[Na+].[K+]. (10) Given the product [Cl:37][C:33]1[CH:34]=[CH:35][CH:36]=[C:31]([Cl:30])[C:32]=1[C:38]1[C:42]([CH2:43][O:44][C:45]2[N:50]=[C:49]([C:51]([F:54])([F:53])[F:52])[C:48]([N:55]([CH2:57][C:58]3[CH:66]=[CH:65][C:61]([C:62]([NH:70][CH2:71][CH2:72][OH:73])=[O:63])=[CH:60][CH:59]=3)[CH3:56])=[CH:47][CH:46]=2)=[C:41]([CH:67]([CH3:69])[CH3:68])[O:40][N:39]=1, predict the reactants needed to synthesize it. The reactants are: CN(C(ON1N=NC2C=CC=CC1=2)=[N+](C)C)C.[B-](F)(F)(F)F.C(N(CC)CC)C.[Cl:30][C:31]1[CH:36]=[CH:35][CH:34]=[C:33]([Cl:37])[C:32]=1[C:38]1[C:42]([CH2:43][O:44][C:45]2[N:50]=[C:49]([C:51]([F:54])([F:53])[F:52])[C:48]([N:55]([CH2:57][C:58]3[CH:66]=[CH:65][C:61]([C:62](O)=[O:63])=[CH:60][CH:59]=3)[CH3:56])=[CH:47][CH:46]=2)=[C:41]([CH:67]([CH3:69])[CH3:68])[O:40][N:39]=1.[NH2:70][CH2:71][CH2:72][OH:73].